Dataset: Reaction yield outcomes from USPTO patents with 853,638 reactions. Task: Predict the reaction yield, written as a fraction of the theoretical maximum amount of product (1.0 means a 100% yield; for example, 0.34 means a 34% yield). (1) The reactants are [F:1][C:2]1[CH:3]=[CH:4][C:5]([C:8]2[N:12]=[N:11][N:10]([CH3:13])[C:9]=2[CH2:14][O:15][C:16]2[N:21]=[N:20][C:19]([C:22]([OH:24])=O)=[CH:18][CH:17]=2)=[N:6][CH:7]=1.[NH2:25][N:26]1[CH2:31][CH2:30][O:29][CH2:28][CH2:27]1. No catalyst specified. The product is [N:26]1([NH:25][C:22]([C:19]2[N:20]=[N:21][C:16]([O:15][CH2:14][C:9]3[N:10]([CH3:13])[N:11]=[N:12][C:8]=3[C:5]3[CH:4]=[CH:3][C:2]([F:1])=[CH:7][N:6]=3)=[CH:17][CH:18]=2)=[O:24])[CH2:31][CH2:30][O:29][CH2:28][CH2:27]1. The yield is 0.560. (2) The reactants are [F:1][C:2]1[CH:7]=[CH:6][C:5]([F:8])=[CH:4][C:3]=1[S:9]([N:12]([C:16]1[CH:21]=[CH:20][CH:19]=[C:18]([C:22]2[N:23](C3CCCCO3)[N:24]=[CH:25][CH:26]=2)[C:17]=1[F:33])[CH2:13][O:14][CH3:15])(=[O:11])=[O:10].C1(C)C=CC(S(O)(=O)=O)=CC=1. The catalyst is CO. The product is [F:1][C:2]1[CH:7]=[CH:6][C:5]([F:8])=[CH:4][C:3]=1[S:9]([N:12]([C:16]1[CH:21]=[CH:20][CH:19]=[C:18]([C:22]2[NH:23][N:24]=[CH:25][CH:26]=2)[C:17]=1[F:33])[CH2:13][O:14][CH3:15])(=[O:11])=[O:10]. The yield is 0.800. (3) The reactants are [F:1][C:2]1[CH:7]=[CH:6][CH:5]=[C:4]([OH:8])[C:3]=1[C:9]1[N:18]=[C:17]([N:19]2[CH2:24][CH2:23][CH:22]([NH:25]C(=O)OC(C)(C)C)[CH2:21][CH2:20]2)[C:16]2[C:11](=[CH:12][C:13]([CH3:33])=[CH:14][CH:15]=2)[N:10]=1.C(O)(C(F)(F)F)=O. The catalyst is C(Cl)Cl. The product is [NH2:25][CH:22]1[CH2:21][CH2:20][N:19]([C:17]2[C:16]3[C:11](=[CH:12][C:13]([CH3:33])=[CH:14][CH:15]=3)[N:10]=[C:9]([C:3]3[C:2]([F:1])=[CH:7][CH:6]=[CH:5][C:4]=3[OH:8])[N:18]=2)[CH2:24][CH2:23]1. The yield is 0.920. (4) The reactants are C[O:2][C:3](=[O:40])[CH:4]([O:12][C:13]1[CH:22]=[CH:21][C:20]2[C:15](=[CH:16][CH:17]=[C:18]([NH:23][C:24]([C:26]3[C:30]4[CH:31]=[CH:32][CH:33]=[CH:34][C:29]=4[O:28][C:27]=3[CH2:35][CH2:36][CH2:37][CH3:38])=[O:25])[CH:19]=2)[C:14]=1[Br:39])[CH2:5][C:6]1[CH:11]=[CH:10][CH:9]=[CH:8][CH:7]=1.[OH-].[Na+].O. The catalyst is CO. The product is [Br:39][C:14]1[C:15]2[C:20](=[CH:19][C:18]([NH:23][C:24]([C:26]3[C:30]4[CH:31]=[CH:32][CH:33]=[CH:34][C:29]=4[O:28][C:27]=3[CH2:35][CH2:36][CH2:37][CH3:38])=[O:25])=[CH:17][CH:16]=2)[CH:21]=[CH:22][C:13]=1[O:12][CH:4]([CH2:5][C:6]1[CH:7]=[CH:8][CH:9]=[CH:10][CH:11]=1)[C:3]([OH:40])=[O:2]. The yield is 0.810. (5) The reactants are [CH3:1][Si:2]([CH3:7])([CH3:6])[C:3]#[C:4][CH3:5].[Li]CCCC.CCCCCC.Cl[CH2:20][C:21]1[N:22]=[C:23]2[C:28]([CH3:29])=[CH:27][CH:26]=[CH:25][N:24]2[CH:30]=1. The catalyst is C1COCC1. The product is [CH3:29][C:28]1[C:23]2[N:24]([CH:30]=[C:21]([CH2:20][CH2:5][C:4]#[C:3][Si:2]([CH3:7])([CH3:6])[CH3:1])[N:22]=2)[CH:25]=[CH:26][CH:27]=1. The yield is 1.00. (6) The reactants are [CH3:1][O:2][C:3]1[CH:24]=[C:23]([O:25][CH3:26])[CH:22]=[C:21]([O:27][CH3:28])[C:4]=1[CH2:5][S:6][C:7](=[NH:20])[C:8]([C:18]#[N:19])=[C:9]([SH:17])[NH:10][C:11]1[CH:12]=[N:13][CH:14]=[CH:15][CH:16]=1.N1C=CC=CC=1.II.[ClH:37]. The catalyst is C(OCC)(=O)C. The product is [ClH:37].[N:13]1[CH:14]=[CH:15][CH:16]=[C:11]([NH:10][C:9]2[S:17][N:20]=[C:7]([S:6][CH2:5][C:4]3[C:21]([O:27][CH3:28])=[CH:22][C:23]([O:25][CH3:26])=[CH:24][C:3]=3[O:2][CH3:1])[C:8]=2[C:18]#[N:19])[CH:12]=1. The yield is 0.400.